The task is: Predict the product of the given reaction.. This data is from Forward reaction prediction with 1.9M reactions from USPTO patents (1976-2016). (1) The product is: [N:13]([CH2:2][C:3]1[CH:12]=[C:11]2[C:6]([CH:7]=[CH:8][CH:9]=[N:10]2)=[CH:5][CH:4]=1)=[N+:14]=[N-:15]. Given the reactants Br[CH2:2][C:3]1[CH:12]=[C:11]2[C:6]([CH:7]=[CH:8][CH:9]=[N:10]2)=[CH:5][CH:4]=1.[N-:13]=[N+:14]=[N-:15].[Na+].O, predict the reaction product. (2) Given the reactants [Br:1][C:2]1[C:11]2[C:6](=[CH:7][CH:8]=[C:9]([Cl:12])[CH:10]=2)[N:5]=[CH:4][C:3]=1[NH2:13], predict the reaction product. The product is: [ClH:12].[Br:1][C:2]1[C:11]2[C:6](=[CH:7][CH:8]=[C:9]([Cl:12])[CH:10]=2)[N:5]=[CH:4][C:3]=1[NH3+:13]. (3) Given the reactants [C:1]1([CH2:10][C:11]#N)[CH:6]=[CH:5][CH:4]=[CH:3][C:2]=1CC#N.S(=O)(=O)(O)O.[OH-:18].[NH4+].[C:20]([O:23][C:24](=[O:26])[CH3:25])(=O)[CH3:21].[CH2:27]([OH:29])[CH3:28], predict the reaction product. The product is: [CH2:27]([O:29][C:11](=[O:18])[CH2:10][C:1]1[CH:2]=[CH:3][CH:4]=[CH:5][C:6]=1[CH2:25][C:24]([O:23][CH2:20][CH3:21])=[O:26])[CH3:28]. (4) Given the reactants [CH3:1][N:2]1[CH2:7][CH2:6][N:5]([C:8]2[CH:13]=[CH:12][C:11]([NH2:14])=[CH:10][CH:9]=2)[CH2:4][CH2:3]1.[CH2:15]([O:17][C:18]([C:20]1[C:21](=[O:40])[C:22]2[CH:27]=[N:26][C:25](S(C)(=O)=O)=[N:24][C:23]=2[N:32]([CH:34]2[CH2:39][CH2:38][CH2:37][CH2:36][CH2:35]2)[CH:33]=1)=[O:19])[CH3:16], predict the reaction product. The product is: [CH2:15]([O:17][C:18]([C:20]1[C:21](=[O:40])[C:22]2[CH:27]=[N:26][C:25]([NH:14][C:11]3[CH:12]=[CH:13][C:8]([N:5]4[CH2:4][CH2:3][N:2]([CH3:1])[CH2:7][CH2:6]4)=[CH:9][CH:10]=3)=[N:24][C:23]=2[N:32]([CH:34]2[CH2:39][CH2:38][CH2:37][CH2:36][CH2:35]2)[CH:33]=1)=[O:19])[CH3:16]. (5) Given the reactants [CH2:1]([S:3]([C:6]1[CH:11]=[CH:10][C:9]([NH2:12])=[CH:8][CH:7]=1)(=[O:5])=[O:4])[CH3:2].C(N(C(C)C)CC)(C)C.Cl[C:23](Cl)([O:25]C(=O)OC(Cl)(Cl)Cl)Cl.[CH3:34][C:35]1([CH3:49])[C:39]([CH3:41])([CH3:40])[O:38][B:37]([C:42]2[CH:43]=[C:44]([NH2:48])[CH:45]=[CH:46][CH:47]=2)[O:36]1, predict the reaction product. The product is: [CH2:1]([S:3]([C:6]1[CH:11]=[CH:10][C:9]([NH:12][C:23]([NH:48][C:44]2[CH:45]=[CH:46][CH:47]=[C:42]([B:37]3[O:36][C:35]([CH3:49])([CH3:34])[C:39]([CH3:40])([CH3:41])[O:38]3)[CH:43]=2)=[O:25])=[CH:8][CH:7]=1)(=[O:5])=[O:4])[CH3:2]. (6) Given the reactants [CH:1]([C:3]1[CH:16]=[CH:15][C:6]([O:7][CH2:8][CH2:9][CH2:10][CH2:11][C:12]([OH:14])=[O:13])=[CH:5][CH:4]=1)=O.[C:17]1([CH:24]=[CH:23][CH:22]=[C:20]([OH:21])[CH:19]=1)[OH:18].C(N1[C:36]2[C:31](=[CH:32][CH:33]=[C:34]([OH:37])[CH:35]=2)C(C)=CC1(C)C)C.C(C1C=CC(OCC(O)=O)=CC=1)=O, predict the reaction product. The product is: [OH:18][C:17]1[CH:24]=[CH:23][C:22]2[C:1]([C:3]3[CH:16]=[CH:15][C:6]([O:7][CH2:8][CH2:9][CH2:10][CH2:11][C:12]([OH:14])=[O:13])=[CH:5][CH:4]=3)=[C:31]3[C:36]([O:21][C:20]=2[CH:19]=1)=[CH:35][C:34](=[O:37])[CH:33]=[CH:32]3.